This data is from Forward reaction prediction with 1.9M reactions from USPTO patents (1976-2016). The task is: Predict the product of the given reaction. (1) Given the reactants [Br:1][C:2]1[CH:7]=[CH:6][C:5]([C@@H:8]([N:10]2[CH2:15][CH2:14][C@:13]([CH2:23]CC(N)=O)([C:16]3[CH:21]=[CH:20][C:19]([F:22])=[CH:18][CH:17]=3)[O:12][C:11]2=[O:28])[CH3:9])=[CH:4][CH:3]=1.Cl.[CH3:30][C:31]#[N:32].[C:33](O)(C)(C)C, predict the reaction product. The product is: [NH2:32][C:31]([CH3:33])([CH3:30])[CH2:23][C@@:13]1([C:16]2[CH:21]=[CH:20][C:19]([F:22])=[CH:18][CH:17]=2)[O:12][C:11](=[O:28])[N:10]([C@H:8]([C:5]2[CH:4]=[CH:3][C:2]([Br:1])=[CH:7][CH:6]=2)[CH3:9])[CH2:15][CH2:14]1. (2) Given the reactants Br[C:2]1[CH:7]=[CH:6][N:5]=[C:4]([C:8]2[CH:13]=[CH:12][C:11]([C:14]3[N:19]=[C:18]4[N:20]([CH2:33][O:34][CH2:35][CH2:36][Si:37]([CH3:40])([CH3:39])[CH3:38])[C:21]([O:23][C@H:24]5[C@H:28]6[O:29][CH2:30][C@@H:31]([OH:32])[C@H:27]6[O:26][CH2:25]5)=[N:22][C:17]4=[CH:16][C:15]=3[Cl:41])=[CH:10][CH:9]=2)[CH:3]=1.[CH3:42][S:43]([CH3:46])(=[NH:45])=[O:44], predict the reaction product. The product is: [Cl:41][C:15]1[CH:16]=[C:17]2[N:22]=[C:21]([O:23][C@@H:24]3[CH2:25][O:26][C@@H:27]4[C@H:31]([OH:32])[CH2:30][O:29][C@H:28]34)[N:20]([CH2:33][O:34][CH2:35][CH2:36][Si:37]([CH3:40])([CH3:39])[CH3:38])[C:18]2=[N:19][C:14]=1[C:11]1[CH:12]=[CH:13][C:8]([C:4]2[CH:3]=[C:2]([N:45]=[S:43]([CH3:46])([CH3:42])=[O:44])[CH:7]=[CH:6][N:5]=2)=[CH:9][CH:10]=1. (3) Given the reactants [C:1]1([CH:8]=[CH:7][CH:6]=[C:4]([OH:5])[CH:3]=1)[OH:2].C[O-].[Na+].Cl[C:13]1[C:22]2[C:17](=[CH:18][CH:19]=[CH:20][CH:21]=2)[C:16]([CH2:23][C:24]2[CH:29]=[CH:28][N:27]=[CH:26][CH:25]=2)=[N:15][N:14]=1, predict the reaction product. The product is: [OH:2][C:1]1[CH:3]=[C:4]([CH:6]=[CH:7][CH:8]=1)[O:5][C:13]1[C:22]2[C:17](=[CH:18][CH:19]=[CH:20][CH:21]=2)[C:16]([CH2:23][C:24]2[CH:29]=[CH:28][N:27]=[CH:26][CH:25]=2)=[N:15][N:14]=1.